This data is from Full USPTO retrosynthesis dataset with 1.9M reactions from patents (1976-2016). The task is: Predict the reactants needed to synthesize the given product. (1) Given the product [ClH:30].[NH2:23][C:22]1[N:21]([CH3:24])[C:20](=[O:25])[N:19]([CH3:26])[C:18](=[O:27])[C:17]=1[NH:16][C:15](=[O:28])[CH2:14][C:11]1[CH:10]=[CH:9][C:8]([NH2:7])=[CH:13][CH:12]=1, predict the reactants needed to synthesize it. The reactants are: C(OC(=O)[NH:7][C:8]1[CH:13]=[CH:12][C:11]([CH2:14][C:15](=[O:28])[NH:16][C:17]2[C:18](=[O:27])[N:19]([CH3:26])[C:20](=[O:25])[N:21]([CH3:24])[C:22]=2[NH2:23])=[CH:10][CH:9]=1)(C)(C)C.[ClH:30]. (2) Given the product [CH3:28][S:27][C:23]1[N:24]=[C:25]([O:1][C:2]2[C:11]3[C:6](=[CH:7][CH:8]=[CH:9][CH:10]=3)[C:5]([NH:12][C:13](=[O:19])[O:14][C:15]([CH3:16])([CH3:18])[CH3:17])=[CH:4][CH:3]=2)[CH:26]=[CH:21][N:22]=1, predict the reactants needed to synthesize it. The reactants are: [OH:1][C:2]1[C:11]2[C:6](=[CH:7][CH:8]=[CH:9][CH:10]=2)[C:5]([NH:12][C:13](=[O:19])[O:14][C:15]([CH3:18])([CH3:17])[CH3:16])=[CH:4][CH:3]=1.I[C:21]1[CH:26]=[CH:25][N:24]=[C:23]([S:27][CH3:28])[N:22]=1.C(=O)([O-])[O-].[Cs+].[Cs+]. (3) Given the product [Cl:1][C:2]1[CH:10]=[CH:9][C:8]2[N:7](/[CH:33]=[C:34](/[CH:36]3[CH2:41][CH2:40][CH2:39][CH2:38][CH2:37]3)\[CH3:35])[C:6]3[CH2:11][CH2:12][N:13]([CH3:15])[CH2:14][C:5]=3[C:4]=2[CH:3]=1, predict the reactants needed to synthesize it. The reactants are: [Cl:1][C:2]1[CH:10]=[CH:9][C:8]2[NH:7][C:6]3[CH2:11][CH2:12][N:13]([CH3:15])[CH2:14][C:5]=3[C:4]=2[CH:3]=1.P([O-])([O-])([O-])=O.[K+].[K+].[K+].N1CCC[C@H]1C(O)=O.Br[CH:33]=[C:34]([CH:36]1[CH2:41][CH2:40][CH2:39][CH2:38][CH2:37]1)[CH3:35]. (4) Given the product [I:1][C:2]1[CH:23]=[CH:22][C:5]([O:6][C:7]2[CH:12]=[CH:11][C:10]([CH2:25][C:24]([OH:27])=[O:26])=[CH:9][CH:8]=2)=[CH:4][CH:3]=1, predict the reactants needed to synthesize it. The reactants are: [I:1][C:2]1[CH:23]=[CH:22][C:5]([O:6][C:7]2[CH:12]=[CH:11][C:10](CC(N3CCOCC3)=S)=[CH:9][CH:8]=2)=[CH:4][CH:3]=1.[C:24]([OH:27])(=[O:26])[CH3:25].S(=O)(=O)(O)O. (5) Given the product [N:16]12[CH2:17][CH2:18][CH:19]([CH2:20][CH2:21]1)[CH:14]([O:13][C:12]1[CH:22]=[CH:23][C:9]([OH:8])=[CH:10][CH:11]=1)[CH2:15]2, predict the reactants needed to synthesize it. The reactants are: C([O:8][C:9]1[CH:23]=[CH:22][C:12]([O:13][CH:14]2[CH:19]3[CH2:20][CH2:21][N:16]([CH2:17][CH2:18]3)[CH2:15]2)=[CH:11][CH:10]=1)C1C=CC=CC=1. (6) The reactants are: [CH3:1][CH:2]([CH3:6])[CH2:3][C:4]#[CH:5].[Li][CH2:8][CH2:9][CH2:10]C.ICCC. Given the product [CH3:1][CH:2]([CH2:3][C:4]#[C:5][CH2:8][CH2:9][CH3:10])[CH3:6], predict the reactants needed to synthesize it. (7) Given the product [NH2:2][C:3]1[C:12]2[N:11]=[CH:10][C:9]([CH2:13][CH2:14][C:15]3[CH:32]=[CH:31][C:18]([O:19][CH2:20][CH2:21][CH2:22][P:23](=[O:24])([OH:27])[OH:30])=[CH:17][C:16]=3[CH3:33])=[CH:8][C:7]=2[C:6]2[CH:34]=[CH:35][C:36]([CH3:38])=[CH:37][C:5]=2[N:4]=1, predict the reactants needed to synthesize it. The reactants are: Cl.[NH2:2][C:3]1[C:12]2[N:11]=[CH:10][C:9]([CH2:13][CH2:14][C:15]3[CH:32]=[CH:31][C:18]([O:19][CH2:20][CH2:21][CH2:22][P:23](=[O:30])([O:27]CC)[O:24]CC)=[CH:17][C:16]=3[CH3:33])=[CH:8][C:7]=2[C:6]2[CH:34]=[CH:35][C:36]([CH3:38])=[CH:37][C:5]=2[N:4]=1. (8) Given the product [CH3:6][CH:7]([CH3:26])[CH2:8][CH2:9][O:10][C:11]1[CH:16]=[CH:15][C:14]([N:17]([S:2]([CH3:1])(=[O:4])=[O:3])[CH2:18][C:19]([O:21][C:22]([CH3:23])([CH3:25])[CH3:24])=[O:20])=[CH:13][CH:12]=1, predict the reactants needed to synthesize it. The reactants are: [CH3:1][S:2](Cl)(=[O:4])=[O:3].[CH3:6][CH:7]([CH3:26])[CH2:8][CH2:9][O:10][C:11]1[CH:16]=[CH:15][C:14]([NH:17][CH2:18][C:19]([O:21][C:22]([CH3:25])([CH3:24])[CH3:23])=[O:20])=[CH:13][CH:12]=1.C(N(CC)CC)C.Cl. (9) The reactants are: [NH2:1][C:2]1[CH:21]=[CH:20][C:5]([O:6][C:7]2[C:16]3[C:11](=[CH:12][C:13]([OH:19])=[C:14]([C:17]#[N:18])[CH:15]=3)[N:10]=[CH:9][CH:8]=2)=[CH:4][CH:3]=1.[H-].[Na+].[C:24]([O:28][C:29]([N:31]1[CH2:36][CH2:35][CH:34]([CH2:37]CBr)[CH2:33][CH2:32]1)=[O:30])([CH3:27])([CH3:26])[CH3:25]. Given the product [C:24]([O:28][C:29]([N:31]1[CH2:36][CH2:35][CH:34]([CH2:37][O:19][C:13]2[CH:12]=[C:11]3[C:16]([C:7]([O:6][C:5]4[CH:20]=[CH:21][C:2]([NH2:1])=[CH:3][CH:4]=4)=[CH:8][CH:9]=[N:10]3)=[CH:15][C:14]=2[C:17]#[N:18])[CH2:33][CH2:32]1)=[O:30])([CH3:27])([CH3:25])[CH3:26], predict the reactants needed to synthesize it. (10) Given the product [CH3:1][N:2]1[C:20]2[C:11]3=[CH:12][C:13]4[CH:14]=[CH:15][N:16]([CH3:19])[C:17]=4[CH:18]=[C:10]3[CH2:9][CH2:8][CH2:7][C:6]=2[CH:5]=[C:4]([C:21]([OH:23])=[O:22])[C:3]1=[O:24], predict the reactants needed to synthesize it. The reactants are: [CH3:1][N:2]1[C:20]2[C:11]3=[CH:12][C:13]4[CH:14]=[CH:15][N:16]([CH3:19])[C:17]=4[CH:18]=[C:10]3[CH:9]=[CH:8][CH2:7][C:6]=2[CH:5]=[C:4]([C:21]([OH:23])=[O:22])[C:3]1=[O:24].